Dataset: NCI-60 drug combinations with 297,098 pairs across 59 cell lines. Task: Regression. Given two drug SMILES strings and cell line genomic features, predict the synergy score measuring deviation from expected non-interaction effect. Drug 1: C1=C(C(=O)NC(=O)N1)F. Drug 2: C1=NNC2=C1C(=O)NC=N2. Cell line: HOP-62. Synergy scores: CSS=28.8, Synergy_ZIP=-13.0, Synergy_Bliss=-9.05, Synergy_Loewe=-24.3, Synergy_HSA=-6.77.